From a dataset of Full USPTO retrosynthesis dataset with 1.9M reactions from patents (1976-2016). Predict the reactants needed to synthesize the given product. (1) Given the product [CH3:1][CH:2]1[CH2:7][O:6][CH:5]([C:8]([OH:10])=[O:9])[CH2:4][CH2:3]1, predict the reactants needed to synthesize it. The reactants are: [CH3:1][C:2]1[CH2:7][O:6][CH:5]([C:8]([OH:10])=[O:9])[CH2:4][CH:3]=1. (2) Given the product [C:6]([C:5]1[CH:8]=[CH:9][C:2]([N:70]2[C:71]3[CH:59]=[CH:60][CH:61]=[C:62]([C:72]4[CH:73]=[CH:74][C:75]([C:78]#[N:79])=[N:76][CH:77]=4)[C:63]=3[C:64]3[C:69]2=[CH:68][CH:67]=[CH:66][CH:65]=3)=[CH:3][C:4]=1[F:10])#[N:7], predict the reactants needed to synthesize it. The reactants are: Br[C:2]1[CH:9]=[CH:8][C:5]([C:6]#[N:7])=[C:4]([F:10])[CH:3]=1.C(=O)([O-])[O-].[Cs+].[Cs+].CC1(C)C2C=CC=C(P(C3C=CC=CC=3)C3C=CC=CC=3)C=2OC2C1=CC=CC=2P(C1C=CC=CC=1)C1C=CC=CC=1.[CH:59]1[C:71]2[NH:70][C:69]3[C:64](=[CH:65][CH:66]=[CH:67][CH:68]=3)[C:63]=2[C:62]([C:72]2[CH:73]=[CH:74][C:75]([C:78]#[N:79])=[N:76][CH:77]=2)=[CH:61][CH:60]=1. (3) Given the product [Cl:29][C:28]1[C:20]([Cl:19])=[CH:21][C:22]2[N:9]([CH2:36][C:37]3[CH:42]=[CH:41][CH:40]=[CH:39][C:38]=3[C:43]#[N:44])[C:24]([CH2:30][C:31]([F:32])([F:33])[F:34])=[N:25][C:26]=2[CH:27]=1, predict the reactants needed to synthesize it. The reactants are: [H-].[Na+].ClC1C2N=C(CC(F)(F)F)[N:9](Cl)C=2C=CC=1.[Cl:19][C:20]1[CH:21]=[C:22]2[C:26](=[CH:27][C:28]=1[Cl:29])[NH:25][C:24]([CH2:30][C:31]([F:34])([F:33])[F:32])=C2.Br[CH2:36][C:37]1[C:38]([C:43]#[N:44])=[CH:39][CH:40]=[CH:41][CH:42]=1.[NH4+].[Cl-]. (4) Given the product [CH3:1][O:2][C:3]1[CH:8]=[CH:7][C:6]([O:9][C:11]2[CH:16]=[CH:15][CH:14]=[CH:13][C:12]=2[N+:17]([O-:19])=[O:18])=[CH:5][CH:4]=1.[CH3:20][O:21][C:22]1[CH:35]=[CH:34][C:25]([O:26][C:27]2[CH:33]=[CH:32][CH:31]=[CH:30][C:28]=2[NH:29][C:6]([NH:36][C:37]2[S:38][CH:39]=[CH:40][N:41]=2)=[O:9])=[CH:24][CH:23]=1, predict the reactants needed to synthesize it. The reactants are: [CH3:1][O:2][C:3]1[CH:8]=[CH:7][C:6]([OH:9])=[CH:5][CH:4]=1.F[C:11]1[CH:16]=[CH:15][CH:14]=[CH:13][C:12]=1[N+:17]([O-:19])=[O:18].[CH3:20][O:21][C:22]1[CH:35]=[CH:34][C:25]([O:26][C:27]2[CH:33]=[CH:32][CH:31]=[CH:30][C:28]=2[NH2:29])=[CH:24][CH:23]=1.[NH2:36][C:37]1[S:38][CH:39]=[CH:40][N:41]=1. (5) Given the product [CH:2]([NH:4][CH2:12][C:13]([O:15][CH3:16])=[O:14])([CH3:3])[CH3:1], predict the reactants needed to synthesize it. The reactants are: [CH3:1][CH:2]([NH2:4])[CH3:3].C([O-])([O-])=O.[K+].[K+].Br[CH2:12][C:13]([O:15][CH3:16])=[O:14].